Dataset: Full USPTO retrosynthesis dataset with 1.9M reactions from patents (1976-2016). Task: Predict the reactants needed to synthesize the given product. (1) Given the product [F:1][C@@H:2]1[CH2:19][CH:5]2[C:6](=[O:18])[C:7]3[CH:14]=[C:13]([O:15][CH3:16])[C:12]([O:17][CH2:31][CH2:32][P:33]([N:35]([CH3:54])[CH2:36][CH2:37][CH2:38][N:39]([CH3:53])[C:40](=[O:52])[CH2:41][CH2:42][CH2:43][S:44][S:45][C:46]4[CH:51]=[CH:50][CH:49]=[CH:48][N:47]=4)([CH2:55][CH2:56][O:57][C:12]4[C:13]([O:23][CH3:20])=[CH:14][C:7]5[C:6](=[O:18])[CH:5]6[CH2:19][C@@H:2]([F:1])[CH2:3][C@H:4]6[CH:10]=[N:9][C:8]=5[CH:11]=4)=[O:34])=[CH:11][C:8]=3[N:9]=[CH:10][C@@H:4]2[CH2:3]1, predict the reactants needed to synthesize it. The reactants are: [F:1][C@@H:2]1[CH2:19][CH:5]2[C:6](=[O:18])[C:7]3[CH:14]=[C:13]([O:15][CH3:16])[C:12]([OH:17])=[CH:11][C:8]=3[N:9]=[CH:10][C@@H:4]2[CH2:3]1.[C:20]([O-:23])([O-])=O.[Cs+].[Cs+].CS(O[CH2:31][CH2:32][P:33]([CH2:55][CH2:56][O:57]S(C)(=O)=O)([N:35]([CH3:54])[CH2:36][CH2:37][CH2:38][N:39]([CH3:53])[C:40](=[O:52])[CH2:41][CH2:42][CH2:43][S:44][S:45][C:46]1[CH:51]=[CH:50][CH:49]=[CH:48][N:47]=1)=[O:34])(=O)=O. (2) Given the product [Si:1]([O:8][C@H:9]1[CH2:18][C:17]2([CH2:20][CH2:19]2)[CH2:16][C:15]2[N:14]=[C:13]([CH:21]3[CH2:22][CH2:23][CH2:24][CH2:25]3)[C:12]([C@H:26]([C:28]3[CH:29]=[CH:30][C:31]([C:34]([F:37])([F:35])[F:36])=[CH:32][CH:33]=3)[OH:27])=[C:11]([CH:38]3[CH2:39][CH2:40][CH2:41][CH2:42]3)[C:10]1=2)([C:4]([CH3:7])([CH3:6])[CH3:5])([CH3:3])[CH3:2], predict the reactants needed to synthesize it. The reactants are: [Si:1]([O:8][C@H:9]1[CH2:18][C:17]2([CH2:20][CH2:19]2)[CH2:16][C:15]2[N:14]=[C:13]([CH:21]3[CH2:25][CH2:24][CH2:23][CH2:22]3)[C:12]([C:26]([C:28]3[CH:33]=[CH:32][C:31]([C:34]([F:37])([F:36])[F:35])=[CH:30][CH:29]=3)=[O:27])=[C:11]([CH:38]3[CH2:42][CH2:41][CH2:40][CH2:39]3)[C:10]1=2)([C:4]([CH3:7])([CH3:6])[CH3:5])([CH3:3])[CH3:2].[H-].C([Al+]CC(C)C)C(C)C.C(C(C(C([O-])=O)O)O)([O-])=O.[Na+].[K+].